This data is from Reaction yield outcomes from USPTO patents with 853,638 reactions. The task is: Predict the reaction yield, written as a fraction of the theoretical maximum amount of product (1.0 means a 100% yield; for example, 0.34 means a 34% yield). (1) The reactants are [N:1]([CH2:4][CH2:5][CH:6]1[O:10][CH2:9][CH2:8][O:7]1)=[N+:2]=[N-:3].[C:11]1([C:17]#[CH:18])[CH:16]=[CH:15][CH:14]=[CH:13][CH:12]=1. No catalyst specified. The product is [O:7]1[CH2:8][CH2:9][O:10][CH:6]1[CH2:5][CH2:4][N:1]1[CH:18]=[C:17]([C:11]2[CH:16]=[CH:15][CH:14]=[CH:13][CH:12]=2)[N:3]=[N:2]1. The yield is 0.920. (2) The reactants are COC[O:4][C:5]1[CH:10]=[CH:9][C:8]([CH:11]=[CH:12][C:13](=[O:15])[CH3:14])=[CH:7][C:6]=1[O:16][CH3:17].[CH:18](=O)[C:19]1[CH:24]=[CH:23][CH:22]=[CH:21][CH:20]=1.[OH-].[Na+].O. The catalyst is C(O)C. The product is [OH:4][C:5]1[CH:10]=[CH:9][C:8]([CH:11]=[CH:12][C:13](=[O:15])[CH:14]=[CH:18][C:19]2[CH:24]=[CH:23][CH:22]=[CH:21][CH:20]=2)=[CH:7][C:6]=1[O:16][CH3:17]. The yield is 0.990. (3) The reactants are [CH3:1][C:2]([CH3:32])([CH3:31])[C:3](=[O:30])[CH2:4][O:5][C:6]1[CH:11]=[CH:10][C:9]([C:12]([C:17]2[O:18][C:19]3[CH:25]=[CH:24][C:23]([C:26](O)=[O:27])=[CH:22][C:20]=3[N:21]=2)([CH2:15][CH3:16])[CH2:13][CH3:14])=[CH:8][C:7]=1[CH3:29].C(Cl)CCl.Cl.C[O:39][C:40](=[O:43])[CH2:41][NH2:42]. The catalyst is CN(C1C=CN=CC=1)C. The product is [CH3:32][C:2]([CH3:1])([CH3:31])[C:3](=[O:30])[CH2:4][O:5][C:6]1[CH:11]=[CH:10][C:9]([C:12]([C:17]2[O:18][C:19]3[CH:25]=[CH:24][C:23]([C:26]([NH:42][CH2:41][C:40]([OH:39])=[O:43])=[O:27])=[CH:22][C:20]=3[N:21]=2)([CH2:13][CH3:14])[CH2:15][CH3:16])=[CH:8][C:7]=1[CH3:29]. The yield is 0.760. (4) The reactants are [NH2:1][C:2]1[S:3][C:4]2[C:9]([N:10]([CH3:18])[C@H:11]([CH2:14][CH:15]([CH3:17])[CH3:16])[CH2:12][OH:13])=[N:8][C:7]([SH:19])=[N:6][C:5]=2[N:20]=1.[Br:21][C:22]1[CH:29]=[CH:28][C:25]([CH2:26]Br)=[C:24]([F:30])[CH:23]=1.CCN(C(C)C)C(C)C. The catalyst is CS(C)=O. The product is [NH2:1][C:2]1[S:3][C:4]2[C:9]([N:10]([CH3:18])[C@H:11]([CH2:14][CH:15]([CH3:17])[CH3:16])[CH2:12][OH:13])=[N:8][C:7]([S:19][CH2:26][C:25]3[CH:28]=[CH:29][C:22]([Br:21])=[CH:23][C:24]=3[F:30])=[N:6][C:5]=2[N:20]=1. The yield is 0.760. (5) The reactants are [CH2:1]([C:4]1[CH:9]=[C:8]([C:10]2[S:11][CH:12]=[C:13]([C:15]3[CH:20]=[CH:19][C:18]([NH2:21])=[CH:17][CH:16]=3)[N:14]=2)[CH:7]=[CH:6][N:5]=1)[CH2:2][CH3:3].[C:22]([O:26][C:27](O[C:27]([O:26][C:22]([CH3:25])([CH3:24])[CH3:23])=[O:28])=[O:28])([CH3:25])([CH3:24])[CH3:23]. The catalyst is CN(C)C1C=CN=CC=1.C1COCC1. The product is [CH2:1]([C:4]1[CH:9]=[C:8]([C:10]2[S:11][CH:12]=[C:13]([C:15]3[CH:16]=[CH:17][C:18]([NH:21][C:27](=[O:28])[O:26][C:22]([CH3:25])([CH3:24])[CH3:23])=[CH:19][CH:20]=3)[N:14]=2)[CH:7]=[CH:6][N:5]=1)[CH2:2][CH3:3]. The yield is 0.430. (6) The catalyst is C([O-])(=O)C.[Pd+2].C([O-])(=O)C.O.C1(C)C=CC=CC=1. The reactants are Br[C:2]1[CH:3]=[CH:4][C:5]([N:10]2[CH2:31][CH2:30][C:13]3[N:14]=[CH:15][N:16]=[C:17]([NH:18][CH2:19][C:20]4[CH:21]=[N:22][C:23]([C:26]([F:29])([F:28])[F:27])=[CH:24][CH:25]=4)[C:12]=3[CH2:11]2)=[C:6]([CH:9]=1)[C:7]#[N:8].[CH3:32]B(O)O.P([O-])([O-])([O-])=O.[K+].[K+].[K+].C1(P(C2CCCCC2)C2CCCCC2)CCCCC1. The product is [CH3:32][C:2]1[CH:3]=[CH:4][C:5]([N:10]2[CH2:31][CH2:30][C:13]3[N:14]=[CH:15][N:16]=[C:17]([NH:18][CH2:19][C:20]4[CH:21]=[N:22][C:23]([C:26]([F:28])([F:29])[F:27])=[CH:24][CH:25]=4)[C:12]=3[CH2:11]2)=[C:6]([CH:9]=1)[C:7]#[N:8]. The yield is 0.710. (7) The reactants are Cl[C:2]1[CH:11]=[C:10]([C:12]#[N:13])[C:5]([C:6]([O:8][CH3:9])=[O:7])=[C:4]([NH:14][C:15]2[CH:16]=[C:17]([CH3:21])[CH:18]=[CH:19][CH:20]=2)[N:3]=1.CCN(C(C)C)C(C)C.[O:31]1[CH2:35][C@@H:34]([NH2:36])[C@@H:33]([NH2:37])[CH2:32]1. The catalyst is CN(C=O)C.CO. The product is [NH2:36][C@H:34]1[CH2:35][O:31][CH2:32][C@H:33]1[NH:37][C:2]1[CH:11]=[C:10]([C:12]#[N:13])[C:5]([C:6]([O:8][CH3:9])=[O:7])=[C:4]([NH:14][C:15]2[CH:16]=[C:17]([CH3:21])[CH:18]=[CH:19][CH:20]=2)[N:3]=1. The yield is 0.730.